Dataset: Forward reaction prediction with 1.9M reactions from USPTO patents (1976-2016). Task: Predict the product of the given reaction. The product is: [C:23]([NH:22][C:21]1[N:20]=[CH:19][N:18]=[C:17]2[N:13]([C@H:5]3[C@@H:6]4[O:10][C:9]([CH3:12])([CH3:11])[O:8][C@@H:7]4[C@@H:3](/[CH:2]=[CH:60]/[P:55](=[O:56])([O:57][CH2:58][CH3:59])[O:54][CH2:52][CH3:53])[O:4]3)[N:14]=[CH:15][C:16]=12)(=[O:30])[C:24]1[CH:25]=[CH:26][CH:27]=[CH:28][CH:29]=1. Given the reactants O[CH2:2][C@@H:3]1[C@H:7]2[O:8][C:9]([CH3:12])([CH3:11])[O:10][C@H:6]2[C@H:5]([N:13]2[C:17]3=[N:18][CH:19]=[N:20][C:21]([NH:22][C:23](=[O:30])[C:24]4[CH:29]=[CH:28][CH:27]=[CH:26][CH:25]=4)=[C:16]3[CH:15]=[N:14]2)[O:4]1.ClC(Cl)C(O)=O.C1CCC(N=C=NC2CCCCC2)CC1.[CH2:52]([O:54][P:55]([CH:60]=P(C1C=CC=CC=1)(C1C=CC=CC=1)C1C=CC=CC=1)([O:57][CH2:58][CH3:59])=[O:56])[CH3:53], predict the reaction product.